This data is from Full USPTO retrosynthesis dataset with 1.9M reactions from patents (1976-2016). The task is: Predict the reactants needed to synthesize the given product. (1) The reactants are: Cl.[CH3:2][NH:3][O:4][CH3:5].[Br:6][C:7]1[C:11]([C:12](Cl)=[O:13])=[CH:10][N:9]([CH2:15][C:16]2[CH:21]=[CH:20][C:19]([O:22][CH3:23])=[CH:18][CH:17]=2)[N:8]=1. Given the product [CH3:23][O:22][C:19]1[CH:20]=[CH:21][C:16]([CH2:15][N:9]2[CH:10]=[C:11]([C:12]([N:3]([O:4][CH3:5])[CH3:2])=[O:13])[C:7]([Br:6])=[N:8]2)=[CH:17][CH:18]=1, predict the reactants needed to synthesize it. (2) Given the product [O:47]1[CH:52]=[CH:51][C:49]([C:2]2[N:7]=[CH:6][C:5]([O:8][CH2:9][C@@H:10]([NH2:21])[CH2:11][C:12]3[C:20]4[C:15](=[CH:16][CH:17]=[CH:18][CH:19]=4)[NH:14][CH:13]=3)=[CH:4][C:3]=2[C:29]2[N:34]=[C:33]3[C:35]([CH3:38])=[N:36][NH:37][C:32]3=[CH:31][CH:30]=2)=[CH:48]1, predict the reactants needed to synthesize it. The reactants are: Cl[C:2]1[N:7]=[CH:6][C:5]([O:8][CH2:9][C@@H:10]([NH:21]C(=O)OC(C)(C)C)[CH2:11][C:12]2[C:20]3[C:15](=[CH:16][CH:17]=[CH:18][CH:19]=3)[NH:14][CH:13]=2)=[CH:4][C:3]=1[C:29]1[N:34]=[C:33]2[C:35]([CH3:38])=[N:36][NH:37][C:32]2=[CH:31][CH:30]=1.C(O)(C(F)(F)F)=O.Cl.[O:47]1[CH2:52][CH2:51]O[CH2:49][CH2:48]1.